Dataset: Catalyst prediction with 721,799 reactions and 888 catalyst types from USPTO. Task: Predict which catalyst facilitates the given reaction. Reactant: [F:1][C:2]1[CH:3]=[C:4]([C:8]2[CH:9]=[CH:10][C:11](/[CH:14]=[CH:15]/[CH:16]=O)=[N:12][CH:13]=2)[CH:5]=[CH:6][CH:7]=1.[CH2:18]1[CH2:23][C@H:22]([C:24](O)=O)[NH:21][CH2:20][CH2:19]1.[CH3:27][N:28]1[C:32](=[O:33])C=[CH:30][C:29]1=[O:34]. Product: [F:1][C:2]1[CH:3]=[C:4]([C:8]2[CH:9]=[CH:10][C:11](/[CH:14]=[CH:15]/[CH:16]3[N:21]4[CH:22]([CH2:23][CH2:18][CH2:19][CH2:20]4)[CH:24]4[C:32](=[O:33])[N:28]([CH3:27])[C:29](=[O:34])[CH:30]34)=[N:12][CH:13]=2)[CH:5]=[CH:6][CH:7]=1. The catalyst class is: 23.